Dataset: Catalyst prediction with 721,799 reactions and 888 catalyst types from USPTO. Task: Predict which catalyst facilitates the given reaction. Reactant: [OH:1][CH2:2][CH:3]1[CH2:7][CH2:6][N:5]([C:8]2[CH:13]=[CH:12][CH:11]=[C:10]([C:14]([F:17])([F:16])[F:15])[CH:9]=2)[C:4]1=[O:18].C(N(CC)CC)C.[CH3:26][S:27](Cl)(=[O:29])=[O:28].C([O-])(O)=O.[Na+]. Product: [O:18]=[C:4]1[CH:3]([CH2:2][O:1][S:27]([CH3:26])(=[O:29])=[O:28])[CH2:7][CH2:6][N:5]1[C:8]1[CH:13]=[CH:12][CH:11]=[C:10]([C:14]([F:15])([F:16])[F:17])[CH:9]=1. The catalyst class is: 4.